Dataset: NCI-60 drug combinations with 297,098 pairs across 59 cell lines. Task: Regression. Given two drug SMILES strings and cell line genomic features, predict the synergy score measuring deviation from expected non-interaction effect. (1) Drug 1: C1CC(=O)NC(=O)C1N2CC3=C(C2=O)C=CC=C3N. Drug 2: CC1=C2C(C(=O)C3(C(CC4C(C3C(C(C2(C)C)(CC1OC(=O)C(C(C5=CC=CC=C5)NC(=O)C6=CC=CC=C6)O)O)OC(=O)C7=CC=CC=C7)(CO4)OC(=O)C)O)C)OC(=O)C. Cell line: HCC-2998. Synergy scores: CSS=22.8, Synergy_ZIP=-1.39, Synergy_Bliss=-11.7, Synergy_Loewe=-62.8, Synergy_HSA=-11.9. (2) Drug 1: C1CC2CC3=C(CC1C24CN(S(=O)(=O)N4)CC(F)(F)F)C=CC(=C3)C=CCN5CCC(CC5)C(F)(F)F. Drug 2: CC1=C(C(=CC=C1)Cl)NC(=O)C2=CN=C(S2)NC3=CC(=NC(=N3)C)N4CCN(CC4)CCO. Cell line: UACC62. Synergy scores: CSS=24.4, Synergy_ZIP=-5.77, Synergy_Bliss=0.629, Synergy_Loewe=4.15, Synergy_HSA=5.38. (3) Drug 1: CC1C(C(=O)NC(C(=O)N2CCCC2C(=O)N(CC(=O)N(C(C(=O)O1)C(C)C)C)C)C(C)C)NC(=O)C3=C4C(=C(C=C3)C)OC5=C(C(=O)C(=C(C5=N4)C(=O)NC6C(OC(=O)C(N(C(=O)CN(C(=O)C7CCCN7C(=O)C(NC6=O)C(C)C)C)C)C(C)C)C)N)C. Drug 2: CCC1=C2CN3C(=CC4=C(C3=O)COC(=O)C4(CC)O)C2=NC5=C1C=C(C=C5)O. Cell line: BT-549. Synergy scores: CSS=17.1, Synergy_ZIP=-4.59, Synergy_Bliss=3.40, Synergy_Loewe=-8.03, Synergy_HSA=2.69. (4) Drug 1: COC1=CC(=CC(=C1O)OC)C2C3C(COC3=O)C(C4=CC5=C(C=C24)OCO5)OC6C(C(C7C(O6)COC(O7)C8=CC=CS8)O)O. Drug 2: C(=O)(N)NO. Cell line: NCI-H522. Synergy scores: CSS=30.4, Synergy_ZIP=-4.74, Synergy_Bliss=-1.26, Synergy_Loewe=-55.5, Synergy_HSA=0.433. (5) Drug 1: CC1CCC2CC(C(=CC=CC=CC(CC(C(=O)C(C(C(=CC(C(=O)CC(OC(=O)C3CCCCN3C(=O)C(=O)C1(O2)O)C(C)CC4CCC(C(C4)OC)O)C)C)O)OC)C)C)C)OC. Drug 2: B(C(CC(C)C)NC(=O)C(CC1=CC=CC=C1)NC(=O)C2=NC=CN=C2)(O)O. Cell line: HL-60(TB). Synergy scores: CSS=10.5, Synergy_ZIP=0.415, Synergy_Bliss=-0.487, Synergy_Loewe=-21.6, Synergy_HSA=-1.14. (6) Drug 1: CCN(CC)CCNC(=O)C1=C(NC(=C1C)C=C2C3=C(C=CC(=C3)F)NC2=O)C. Drug 2: CS(=O)(=O)OCCCCOS(=O)(=O)C. Cell line: HT29. Synergy scores: CSS=2.46, Synergy_ZIP=1.16, Synergy_Bliss=2.18, Synergy_Loewe=-0.602, Synergy_HSA=-0.368. (7) Drug 1: CCC1=CC2CC(C3=C(CN(C2)C1)C4=CC=CC=C4N3)(C5=C(C=C6C(=C5)C78CCN9C7C(C=CC9)(C(C(C8N6C)(C(=O)OC)O)OC(=O)C)CC)OC)C(=O)OC.C(C(C(=O)O)O)(C(=O)O)O. Drug 2: CC1=C(C(=CC=C1)Cl)NC(=O)C2=CN=C(S2)NC3=CC(=NC(=N3)C)N4CCN(CC4)CCO. Cell line: UACC62. Synergy scores: CSS=53.0, Synergy_ZIP=0.200, Synergy_Bliss=0.841, Synergy_Loewe=-1.95, Synergy_HSA=1.68. (8) Drug 2: CC1CCC2CC(C(=CC=CC=CC(CC(C(=O)C(C(C(=CC(C(=O)CC(OC(=O)C3CCCCN3C(=O)C(=O)C1(O2)O)C(C)CC4CCC(C(C4)OC)O)C)C)O)OC)C)C)C)OC. Drug 1: C1=CN(C(=O)N=C1N)C2C(C(C(O2)CO)O)O.Cl. Cell line: HOP-92. Synergy scores: CSS=23.3, Synergy_ZIP=-4.65, Synergy_Bliss=2.94, Synergy_Loewe=3.15, Synergy_HSA=3.14. (9) Drug 1: CC1=CC2C(CCC3(C2CCC3(C(=O)C)OC(=O)C)C)C4(C1=CC(=O)CC4)C. Drug 2: CC1C(C(CC(O1)OC2CC(CC3=C2C(=C4C(=C3O)C(=O)C5=C(C4=O)C(=CC=C5)OC)O)(C(=O)CO)O)N)O.Cl. Cell line: SK-MEL-5. Synergy scores: CSS=59.0, Synergy_ZIP=-1.24, Synergy_Bliss=-0.891, Synergy_Loewe=0.957, Synergy_HSA=1.01.